Dataset: Reaction yield outcomes from USPTO patents with 853,638 reactions. Task: Predict the reaction yield, written as a fraction of the theoretical maximum amount of product (1.0 means a 100% yield; for example, 0.34 means a 34% yield). (1) The reactants are C1C=C[NH+]=CC=1.[O-][Cr](Cl)(=O)=O.[CH2:12]([O:19][CH2:20][CH2:21][CH2:22][OH:23])[C:13]1[CH:18]=[CH:17][CH:16]=[CH:15][CH:14]=1. The catalyst is ClCCl. The product is [CH2:12]([O:19][CH2:20][CH2:21][CH:22]=[O:23])[C:13]1[CH:18]=[CH:17][CH:16]=[CH:15][CH:14]=1. The yield is 0.790. (2) The product is [C:1]1([C:7]2[N:12]3[N:13]=[C:14]([NH:16][C:17]4[CH:18]=[CH:19][C:20]([C:21]([NH:26][CH:27]5[CH2:28][CH2:29][N:30]([C:33]([O:35][C:36]([CH3:39])([CH3:38])[CH3:37])=[O:34])[CH2:31][CH2:32]5)=[O:22])=[CH:24][CH:25]=4)[N:15]=[C:11]3[CH:10]=[CH:9][CH:8]=2)[CH:2]=[CH:3][CH:4]=[CH:5][CH:6]=1. The reactants are [C:1]1([C:7]2[N:12]3[N:13]=[C:14]([NH:16][C:17]4[CH:25]=[CH:24][C:20]([C:21](O)=[O:22])=[CH:19][CH:18]=4)[N:15]=[C:11]3[CH:10]=[CH:9][CH:8]=2)[CH:6]=[CH:5][CH:4]=[CH:3][CH:2]=1.[NH2:26][CH:27]1[CH2:32][CH2:31][N:30]([C:33]([O:35][C:36]([CH3:39])([CH3:38])[CH3:37])=[O:34])[CH2:29][CH2:28]1.CN(C(ON1N=NC2C=CC=NC1=2)=[N+](C)C)C.F[P-](F)(F)(F)(F)F.CN1CCOCC1. The catalyst is CN(C)C=O.O. The yield is 0.720. (3) The reactants are [CH:1]([C:3]1[CH:12]=[CH:11][C:6]([C:7]([O:9][CH3:10])=[O:8])=[C:5]([CH3:13])[CH:4]=1)=[O:2].[BH4-].[Na+].C(O)C. The catalyst is O. The product is [OH:2][CH2:1][C:3]1[CH:12]=[CH:11][C:6]([C:7]([O:9][CH3:10])=[O:8])=[C:5]([CH3:13])[CH:4]=1. The yield is 0.640. (4) The reactants are I[C:2]1[S:3][C:4]2[NH:5][C:6](=[O:15])[C:7]3[CH:8]=[CH:9][CH:10]=[CH:11][C:12]=3[C:13]=2[N:14]=1.CN(C=O)C.[CH3:21][N:22]([CH3:26])[CH2:23][C:24]#[CH:25]. The catalyst is Cl[Pd](Cl)([P](C1C=CC=CC=1)(C1C=CC=CC=1)C1C=CC=CC=1)[P](C1C=CC=CC=1)(C1C=CC=CC=1)C1C=CC=CC=1.[Cu]I.C(N(CC)CC)C. The product is [CH3:21][N:22]([CH3:26])[CH2:23][C:24]#[C:25][C:2]1[S:3][C:4]2[NH:5][C:6](=[O:15])[C:7]3[CH:8]=[CH:9][CH:10]=[CH:11][C:12]=3[C:13]=2[N:14]=1. The yield is 0.680. (5) The reactants are [Br:1][C:2]1[CH:3]=[CH:4][C:5]2[S:9](=[O:11])(=[O:10])[NH:8][CH:7]([CH3:12])[C:6]=2[CH:13]=1.CS(O[CH2:19][CH:20]([O:25][CH3:26])[C:21]([NH:23][CH3:24])=[O:22])(=O)=O.C([O-])([O-])=O.[K+].[K+]. The catalyst is CS(C)=O.[Cl-].[Na+].O. The product is [Br:1][C:2]1[CH:3]=[CH:4][C:5]2[S:9](=[O:10])(=[O:11])[N:8]([CH2:19][CH:20]([O:25][CH3:26])[C:21]([NH:23][CH3:24])=[O:22])[CH:7]([CH3:12])[C:6]=2[CH:13]=1. The yield is 0.210. (6) The reactants are [N:1]1([C:11]([O:13][C:14]([CH3:17])([CH3:16])[CH3:15])=[O:12])[CH2:6][CH2:5][O:4][CH2:3][C@H:2]1[C:7]([O:9]C)=O.[NH2:18][CH2:19][CH2:20][OH:21]. The catalyst is CO. The product is [OH:21][CH2:20][CH2:19][NH:18][C:7]([C@@H:2]1[CH2:3][O:4][CH2:5][CH2:6][N:1]1[C:11]([O:13][C:14]([CH3:17])([CH3:16])[CH3:15])=[O:12])=[O:9]. The yield is 0.770. (7) The reactants are C(OC(=O)[NH:7][CH:8]1[CH:13]2[CH:9]1[CH2:10][N:11]([C:14](=[O:22])[C:15]1[CH:20]=[CH:19][C:18](I)=[CH:17][CH:16]=1)[CH2:12]2)(C)(C)C.[Cl:24][C:25]1[C:30]([F:31])=[CH:29][CH:28]=[C:27]([Cl:32])[C:26]=1[CH:33]([O:35][C:36]1[C:37]([NH2:51])=[N:38][CH:39]=[C:40](B2OC(C)(C)C(C)(C)O2)[CH:41]=1)[CH3:34].C(Cl)Cl.C([O-])([O-])=O.[Cs+].[Cs+].Cl.O1CCOCC1. The catalyst is COCCOC.C(OCC)(=O)C.C1C=CC(P(C2C=CC=CC=2)[C-]2C=CC=C2)=CC=1.C1C=CC(P(C2C=CC=CC=2)[C-]2C=CC=C2)=CC=1.Cl[Pd]Cl.[Fe+2]. The product is [NH2:7][CH:8]1[CH:9]2[CH:13]1[CH2:12][N:11]([C:14]([C:15]1[CH:16]=[CH:17][C:18]([C:40]3[CH:39]=[N:38][C:37]([NH2:51])=[C:36]([O:35][CH:33]([C:26]4[C:27]([Cl:32])=[CH:28][CH:29]=[C:30]([F:31])[C:25]=4[Cl:24])[CH3:34])[CH:41]=3)=[CH:19][CH:20]=1)=[O:22])[CH2:10]2. The yield is 0.260. (8) The reactants are [NH2:1][C:2]1[CH:7]=[CH:6][CH:5]=[CH:4][C:3]=1[NH:8][C:9](=O)[CH2:10][C:11]1[C:19]2[C:14](=[CH:15][C:16]([F:21])=[CH:17][C:18]=2[OH:20])[N:13]([CH2:22][CH3:23])[CH:12]=1. The catalyst is C(O)(=O)C. The product is [NH:8]1[C:3]2[CH:4]=[CH:5][CH:6]=[CH:7][C:2]=2[N:1]=[C:9]1[CH2:10][C:11]1[C:19]2[C:18]([OH:20])=[CH:17][C:16]([F:21])=[CH:15][C:14]=2[N:13]([CH2:22][CH3:23])[CH:12]=1. The yield is 0.239.